This data is from Reaction yield outcomes from USPTO patents with 853,638 reactions. The task is: Predict the reaction yield, written as a fraction of the theoretical maximum amount of product (1.0 means a 100% yield; for example, 0.34 means a 34% yield). (1) The reactants are Br[C:2]1[CH:7]=[CH:6][CH:5]=[CH:4][N:3]=1.CC(C)([O-])C.[Na+].CC([Si](Cl)(C)C)(C)C.Cl.Cl.[NH2:24][CH2:25][CH2:26][NH:27][C@:28]12[CH2:63][CH2:62][C@@H:61]([C:64]([CH3:66])=[CH2:65])[C@@H:29]1[C@@H:30]1[C@@:43]([CH3:46])([CH2:44][CH2:45]2)[C@@:42]2([CH3:47])[C@@H:33]([C@:34]3([CH3:60])[C@@H:39]([CH2:40][CH2:41]2)[C:38]([CH3:49])([CH3:48])[C:37]([C:50]2[CH:59]=[CH:58][C:53]([C:54]([O:56]C)=[O:55])=[CH:52][CH:51]=2)=[CH:36][CH2:35]3)[CH2:32][CH2:31]1.C(O)(C(F)(F)F)=O. The catalyst is COCCOC.C([O-])(=O)C.[Pd+2].C([O-])(=O)C. The product is [CH3:46][C@:43]12[C@@:42]3([CH3:47])[C@@H:33]([C@:34]4([CH3:60])[C@@H:39]([CH2:40][CH2:41]3)[C:38]([CH3:48])([CH3:49])[C:37]([C:50]3[CH:59]=[CH:58][C:53]([C:54]([OH:56])=[O:55])=[CH:52][CH:51]=3)=[CH:36][CH2:35]4)[CH2:32][CH2:31][C@@H:30]1[C@H:29]1[C@H:61]([C:64]([CH3:66])=[CH2:65])[CH2:62][CH2:63][C@:28]1([NH:27][CH2:26][CH2:25][NH:24][C:2]1[CH:7]=[CH:6][CH:5]=[CH:4][N:3]=1)[CH2:45][CH2:44]2. The yield is 0.131. (2) The reactants are [NH2:1][C:2]1[C:7]([N+:8]([O-])=O)=[C:6]([O:11][C:12]2[CH:17]=[CH:16][C:15]([NH:18][C:19](=[O:25])[O:20][C:21]([CH3:24])([CH3:23])[CH3:22])=[CH:14][CH:13]=2)[CH:5]=[CH:4][N:3]=1.C(OCC)(=O)C. The catalyst is C(O)C.[Pd]. The product is [NH2:1][C:2]1[C:7]([NH2:8])=[C:6]([O:11][C:12]2[CH:13]=[CH:14][C:15]([NH:18][C:19](=[O:25])[O:20][C:21]([CH3:23])([CH3:22])[CH3:24])=[CH:16][CH:17]=2)[CH:5]=[CH:4][N:3]=1. The yield is 0.880. (3) The reactants are [Al].Br[C:3]1[CH:8]=[CH:7][CH:6]=[CH:5][C:4]=1[N+:9]([O-:11])=[O:10].[CH3:12][CH:13]([CH2:32][CH2:33][CH2:34][CH:35]([CH3:37])[CH3:36])[CH2:14][CH2:15][O:16][C:17]1[CH:22]=[CH:21][C:20](B2OC(C)(C)C(C)(C)O2)=[CH:19][CH:18]=1.C(=O)([O-])[O-].[K+].[K+]. The catalyst is C1(C)C=CC=CC=1. The product is [CH3:12][CH:13]([CH2:32][CH2:33][CH2:34][CH:35]([CH3:37])[CH3:36])[CH2:14][CH2:15][O:16][C:17]1[CH:22]=[CH:21][C:20]([C:3]2[CH:8]=[CH:7][CH:6]=[CH:5][C:4]=2[N+:9]([O-:11])=[O:10])=[CH:19][CH:18]=1. The yield is 0.660. (4) The reactants are CN1[CH2:7][CH2:6][N:5]([C:8]([O:10][CH2:11][CH:12]=[C:13]([CH3:30])[CH2:14][CH2:15][CH:16]=[C:17]([CH3:29])[CH2:18][CH2:19][CH:20]=[C:21]([CH3:28])[CH2:22][CH2:23][CH:24]=[C:25]([CH3:27])[CH3:26])=[O:9])CC1.C(C/C(/C)=C/CC/C(/C)=C/CO)/C=C(/CCC=C(C)C)\C.[NH2:52][C:53]1[CH:58]=[CH:57]C=CN=1.C1N=CN(C(N2C=NC=C2)=O)C=1. No catalyst specified. The product is [N:52]1[CH:53]=[CH:58][CH:57]=[CH:7][C:6]=1[NH:5][C:8](=[O:9])[O:10][CH2:11]/[CH:12]=[C:13](\[CH3:30])/[CH2:14][CH2:15]/[CH:16]=[C:17](\[CH3:29])/[CH2:18][CH2:19]/[CH:20]=[C:21](\[CH3:28])/[CH2:22][CH2:23][CH:24]=[C:25]([CH3:26])[CH3:27]. The yield is 0.400.